From a dataset of Forward reaction prediction with 1.9M reactions from USPTO patents (1976-2016). Predict the product of the given reaction. (1) The product is: [CH3:32][C:30]1([CH3:33])[CH2:31][CH:28]([CH:14]([NH:15][C:16]2[C:25]([CH3:26])=[CH:24][C:23]3[C:18](=[CH:19][CH:20]=[C:21]([F:27])[CH:22]=3)[N:17]=2)[C:11]2[CH:10]=[CH:9][C:8]([C:7]([NH:6][CH2:5][CH2:4][C:3]([OH:35])=[O:2])=[O:34])=[CH:13][CH:12]=2)[CH2:29]1. Given the reactants C[O:2][C:3](=[O:35])[CH2:4][CH2:5][NH:6][C:7](=[O:34])[C:8]1[CH:13]=[CH:12][C:11]([CH:14]([CH:28]2[CH2:31][C:30]([CH3:33])([CH3:32])[CH2:29]2)[NH:15][C:16]2[C:25]([CH3:26])=[CH:24][C:23]3[C:18](=[CH:19][CH:20]=[C:21]([F:27])[CH:22]=3)[N:17]=2)=[CH:10][CH:9]=1.[OH-].[Na+], predict the reaction product. (2) Given the reactants [CH3:1][N:2]1[CH2:7][CH2:6][C:5](=[C:8]([CH3:14])[C:9]([O:11][CH2:12][CH3:13])=[O:10])[CH2:4][CH2:3]1.[H-].[Al+3].[Li+].[H-].[H-].[H-], predict the reaction product. The product is: [CH3:1][N:2]1[CH2:3][CH:4]=[C:5]([CH:8]([CH3:14])[C:9]([O:11][CH2:12][CH3:13])=[O:10])[CH2:6][CH2:7]1. (3) Given the reactants [Br:1][C:2]([CH3:7])([CH3:6])[C:3](Br)=[O:4].[CH3:8][C:9]1[CH:15]=[C:14]([CH3:16])[CH:13]=[C:12]([CH3:17])[C:10]=1[NH2:11].C(N(CC)CC)C, predict the reaction product. The product is: [Br:1][C:2]([CH3:7])([CH3:6])[C:3]([NH:11][C:10]1[C:12]([CH3:17])=[CH:13][C:14]([CH3:16])=[CH:15][C:9]=1[CH3:8])=[O:4]. (4) Given the reactants [OH-].[Na+].[CH2:3]([N:5]1[CH:9]=[C:8]([C:10]2[CH:33]=[CH:32][C:13]3[N:14]([C:17]4[CH:18]=[C:19]([NH:28]C(=O)C)[CH:20]=[C:21]([N:23]5[CH:27]=[CH:26][CH:25]=[CH:24]5)[CH:22]=4)[CH:15]=[N:16][C:12]=3[CH:11]=2)[CH:7]=[N:6]1)[CH3:4], predict the reaction product. The product is: [CH2:3]([N:5]1[CH:9]=[C:8]([C:10]2[CH:33]=[CH:32][C:13]3[N:14]([C:17]4[CH:18]=[C:19]([CH:20]=[C:21]([N:23]5[CH:27]=[CH:26][CH:25]=[CH:24]5)[CH:22]=4)[NH2:28])[CH:15]=[N:16][C:12]=3[CH:11]=2)[CH:7]=[N:6]1)[CH3:4]. (5) The product is: [C:63]([O:62][C:60](=[O:61])[NH:59][C:57]([C:55]1[S:54][C:53]([S:67][CH3:68])=[C:52]([S:49]([C:45]2[CH:44]=[C:43]([C:37]3[C:38]([CH3:42])=[CH:39][CH:40]=[CH:41][C:36]=3[NH:35][C:34](=[O:69])[CH2:33][CH2:32][CH2:31][CH2:30][CH2:29][CH2:28][CH2:27][CH2:26][CH2:25][CH2:24][NH2:23])[CH:48]=[CH:47][CH:46]=2)(=[O:51])=[O:50])[CH:56]=1)=[NH:58])([CH3:66])([CH3:65])[CH3:64]. Given the reactants N1CCCCC1.C1C2C(COC(=O)[NH:23][CH2:24][CH2:25][CH2:26][CH2:27][CH2:28][CH2:29][CH2:30][CH2:31][CH2:32][CH2:33][C:34](=[O:69])[NH:35][C:36]3[CH:41]=[CH:40][CH:39]=[C:38]([CH3:42])[C:37]=3[C:43]3[CH:48]=[CH:47][CH:46]=[C:45]([S:49]([C:52]4[CH:56]=[C:55]([C:57]([NH:59][C:60]([O:62][C:63]([CH3:66])([CH3:65])[CH3:64])=[O:61])=[NH:58])[S:54][C:53]=4[S:67][CH3:68])(=[O:51])=[O:50])[CH:44]=3)C3C(=CC=CC=3)C=2C=CC=1, predict the reaction product.